Dataset: Reaction yield outcomes from USPTO patents with 853,638 reactions. Task: Predict the reaction yield, written as a fraction of the theoretical maximum amount of product (1.0 means a 100% yield; for example, 0.34 means a 34% yield). The reactants are [F:1][C:2]1[CH:7]=[CH:6][C:5]([C:8]([C:10]2[N:19]=[C:18]([NH:20][C:21]3[CH:25]=[C:24]([CH3:26])[NH:23][N:22]=3)[C:17]3[C:12](=[CH:13][CH:14]=[CH:15][CH:16]=3)[N:11]=2)=[O:9])=[CH:4][CH:3]=1.[CH2:27](O)[CH2:28][OH:29].O.C1(C)C=CC(S(O)(=O)=O)=CC=1. The catalyst is C1(C)C=CC=CC=1. The product is [F:1][C:2]1[CH:7]=[CH:6][C:5]([C:8]2([C:10]3[N:19]=[C:18]([NH:20][C:21]4[CH:25]=[C:24]([CH3:26])[NH:23][N:22]=4)[C:17]4[C:12](=[CH:13][CH:14]=[CH:15][CH:16]=4)[N:11]=3)[O:29][CH2:28][CH2:27][O:9]2)=[CH:4][CH:3]=1. The yield is 0.0100.